Task: Predict the reactants needed to synthesize the given product.. Dataset: Full USPTO retrosynthesis dataset with 1.9M reactions from patents (1976-2016) (1) Given the product [CH2:1]1[C@H:5]([N:6]2[C:12](=[O:13])[NH:11][C:9](=[O:10])[C:8]([Br:14])=[CH:7]2)[O:4][C@H:3]([CH2:15][OH:16])[C@H:2]1[OH:17], predict the reactants needed to synthesize it. The reactants are: [CH2:1]1[C@H:5]([N:6]2[C:12](=[O:13])[NH:11][C:9](=[O:10])[C:8]([Br:14])=[CH:7]2)[O:4][C@H:3]([CH2:15][OH:16])[C@H:2]1[OH:17].C1C(N=C=S)=CC2C(OC3(C4C=CC(O)=CC=4OC4C=C(O)C=CC3=4)C=2C=1)=O. (2) Given the product [F:14][C:15]1[CH:22]=[CH:21][C:18](/[CH:19]=[N:1]/[C:2]2[C:9]([C:10]#[N:11])=[C:8]([OH:12])[C:7]([OH:13])=[CH:6][C:3]=2[C:4]#[N:5])=[CH:17][CH:16]=1, predict the reactants needed to synthesize it. The reactants are: [NH2:1][C:2]1[C:9]([C:10]#[N:11])=[C:8]([OH:12])[C:7]([OH:13])=[CH:6][C:3]=1[C:4]#[N:5].[F:14][C:15]1[CH:22]=[CH:21][C:18]([CH:19]=O)=[CH:17][CH:16]=1. (3) Given the product [Br:1][C:2]1[CH:3]=[C:4]2[NH:10][CH2:9][C:8]3([CH2:16][CH2:15][O:14][CH2:13][CH2:12]3)[C:5]2=[N:6][CH:7]=1, predict the reactants needed to synthesize it. The reactants are: [Br:1][C:2]1[CH:3]=[C:4]2[NH:10][C:9](=O)[C:8]3([CH2:16][CH2:15][O:14][CH2:13][CH2:12]3)[C:5]2=[N:6][CH:7]=1.[H-].COCCO[Al+]OCCOC.[Na+].[H-]. (4) Given the product [CH3:12][O:13][C:14]1[CH:15]=[C:16]([CH:19]=[CH:20][CH:21]=1)[CH:17]=[C:25]1[CH2:26][CH2:27][CH2:28][C:23]1=[O:9], predict the reactants needed to synthesize it. The reactants are: C1(N2CC[O:9]CC2)CCCC=1.[CH3:12][O:13][C:14]1[CH:15]=[C:16]([CH:19]=[CH:20][CH:21]=1)[CH:17]=O.Cl.[CH:23]1[CH:28]=[CH:27][CH:26]=[CH:25]C=1. (5) Given the product [C:18]([C:16]1[CH:15]=[C:14]([O:20][CH2:21][C:22]2[N:26]=[C:25]([N:27]([CH3:28])[CH3:29])[S:24][N:23]=2)[C:13]([CH3:30])=[C:12]2[C:17]=1[C:9]1[CH2:8][CH2:7][O:6][C@@:5]([CH2:4][C:3]([OH:34])=[O:2])([CH2:31][CH2:32][CH3:33])[C:10]=1[NH:11]2)#[N:19], predict the reactants needed to synthesize it. The reactants are: C[O:2][C:3](=[O:34])[CH2:4][C@:5]1([CH2:31][CH2:32][CH3:33])[C:10]2[NH:11][C:12]3[C:17]([C:9]=2[CH2:8][CH2:7][O:6]1)=[C:16]([C:18]#[N:19])[CH:15]=[C:14]([O:20][CH2:21][C:22]1[N:26]=[C:25]([N:27]([CH3:29])[CH3:28])[S:24][N:23]=1)[C:13]=3[CH3:30].[OH-].[Na+]. (6) Given the product [F:3][C:4]1[CH:5]=[CH:6][C:7]([C:10]([CH3:14])([CH3:13])[CH2:11][O:12][CH3:15])=[CH:8][CH:9]=1, predict the reactants needed to synthesize it. The reactants are: [H-].[Na+].[F:3][C:4]1[CH:9]=[CH:8][C:7]([C:10]([CH3:14])([CH3:13])[CH2:11][OH:12])=[CH:6][CH:5]=1.[CH2:15]1COCC1. (7) Given the product [OH:9][C@H:7]1[CH2:8][N:4]2[CH2:3][CH2:1][NH:2][C:10](=[O:12])[C@@H:5]2[CH2:6]1, predict the reactants needed to synthesize it. The reactants are: [C:1]([CH2:3][N:4]1[CH2:8][C@H:7]([OH:9])[CH2:6][C@H:5]1[C:10]([O:12]C)=O)#[N:2]. (8) Given the product [CH2:1]([NH:9][S:10]([C:13]1[CH:14]=[C:15]([CH:19]=[CH:20][C:21]([Cl:24])=[O:23])[CH:16]=[CH:17][CH:18]=1)(=[O:12])=[O:11])[CH2:2][C:3]1[CH:8]=[CH:7][CH:6]=[CH:5][CH:4]=1, predict the reactants needed to synthesize it. The reactants are: [CH2:1]([NH:9][S:10]([C:13]1[CH:14]=[C:15]([CH:19]=[CH:20][C:21]([OH:23])=O)[CH:16]=[CH:17][CH:18]=1)(=[O:12])=[O:11])[CH2:2][C:3]1[CH:8]=[CH:7][CH:6]=[CH:5][CH:4]=1.[Cl:24]CCl. (9) Given the product [Cl:1][C:2]1[CH:3]=[N:4][CH:5]=[C:6]([Cl:25])[C:7]=1[NH:8][C:9]1[NH:10][C:11]2[C:17]3[CH:18]=[C:19]([CH3:21])[O:20][C:16]=3[C:15]([C:22]([NH:30][CH:28]([C:27]([CH3:32])([CH3:31])[CH3:26])[CH3:29])=[O:24])=[CH:14][C:12]=2[N:13]=1, predict the reactants needed to synthesize it. The reactants are: [Cl:1][C:2]1[CH:3]=[N:4][CH:5]=[C:6]([Cl:25])[C:7]=1[NH:8][C:9]1[NH:10][C:11]2[C:17]3[CH:18]=[C:19]([CH3:21])[O:20][C:16]=3[C:15]([C:22]([OH:24])=O)=[CH:14][C:12]=2[N:13]=1.[CH3:26][C:27]([CH3:32])([CH3:31])[CH:28]([NH2:30])[CH3:29]. (10) The reactants are: [Br:1][C:2]1[C:10]2[NH:9][C:8]3[CH:11]([CH2:14][C:15]([OH:17])=[O:16])[CH2:12][CH2:13][C:7]=3[C:6]=2[CH:5]=[C:4]([F:18])[CH:3]=1.[N+](=C)=[N-].[H-].[Na+].[Cl:24][C:25]1[CH:32]=[CH:31][C:28]([CH2:29]Br)=[CH:27][CH:26]=1. Given the product [Br:1][C:2]1[C:10]2[N:9]([CH2:29][C:28]3[CH:31]=[CH:32][C:25]([Cl:24])=[CH:26][CH:27]=3)[C:8]3[CH:11]([CH2:14][C:15]([OH:17])=[O:16])[CH2:12][CH2:13][C:7]=3[C:6]=2[CH:5]=[C:4]([F:18])[CH:3]=1, predict the reactants needed to synthesize it.